From a dataset of Full USPTO retrosynthesis dataset with 1.9M reactions from patents (1976-2016). Predict the reactants needed to synthesize the given product. (1) Given the product [NH2:33][C:27]1[N:28]=[C:29]([NH:32][C:7]([C:3]2[C:2]([CH3:1])=[N:6][O:5][N:4]=2)=[O:9])[CH:30]=[CH:31][C:26]=1[C:18]1[CH:19]=[C:20]([Cl:25])[CH:21]=[C:22]([O:23][CH3:24])[C:17]=1[Cl:16], predict the reactants needed to synthesize it. The reactants are: [CH3:1][C:2]1[C:3]([C:7]([OH:9])=O)=[N:4][O:5][N:6]=1.C(Cl)(=O)C(Cl)=O.[Cl:16][C:17]1[C:22]([O:23][CH3:24])=[CH:21][C:20]([Cl:25])=[CH:19][C:18]=1[C:26]1[C:27]([NH2:33])=[N:28][C:29]([NH2:32])=[CH:30][CH:31]=1.CCCCCCC. (2) Given the product [F:1][C:2]1([F:25])[CH2:7][CH2:6][CH:5]([CH2:9][NH:10][C:11]([C:13]2[C:14]3[CH:15]=[CH:16][C:17]([N:28]4[CH2:29][CH2:31][CH:34]([CH:36]([OH:35])[CH3:37])[CH2:32]4)=[N:18][C:19]=3[CH:20]=[CH:21][C:22]=2[Cl:23])=[O:12])[CH2:4][CH2:3]1, predict the reactants needed to synthesize it. The reactants are: [F:1][C:2]1([F:25])[CH2:7][CH2:6][C:5]([CH2:9][NH:10][C:11]([C:13]2[C:14]3[CH:15]=[CH:16][C:17](Cl)=[N:18][C:19]=3[CH:20]=[CH:21][C:22]=2[Cl:23])=[O:12])(O)[CH2:4][CH2:3]1.CC[N:28]([CH:32]([CH3:34])C)[CH:29]([CH3:31])C.[OH:35][CH2:36][CH2:37]C1CCNC1.